From a dataset of NCI-60 drug combinations with 297,098 pairs across 59 cell lines. Regression. Given two drug SMILES strings and cell line genomic features, predict the synergy score measuring deviation from expected non-interaction effect. (1) Drug 1: CC1C(C(CC(O1)OC2CC(CC3=C2C(=C4C(=C3O)C(=O)C5=C(C4=O)C(=CC=C5)OC)O)(C(=O)C)O)N)O.Cl. Drug 2: CCN(CC)CCCC(C)NC1=C2C=C(C=CC2=NC3=C1C=CC(=C3)Cl)OC. Cell line: OVCAR3. Synergy scores: CSS=25.7, Synergy_ZIP=-5.73, Synergy_Bliss=-0.976, Synergy_Loewe=-9.23, Synergy_HSA=-1.30. (2) Synergy scores: CSS=-1.95, Synergy_ZIP=-0.360, Synergy_Bliss=-4.60, Synergy_Loewe=-2.98, Synergy_HSA=-5.47. Drug 2: CNC(=O)C1=NC=CC(=C1)OC2=CC=C(C=C2)NC(=O)NC3=CC(=C(C=C3)Cl)C(F)(F)F. Drug 1: COC1=NC(=NC2=C1N=CN2C3C(C(C(O3)CO)O)O)N. Cell line: EKVX.